The task is: Predict the reactants needed to synthesize the given product.. This data is from Full USPTO retrosynthesis dataset with 1.9M reactions from patents (1976-2016). (1) Given the product [CH2:1]([O:8][C:9]1[CH:14]=[CH:13][C:12]([C:19]2[CH:20]=[C:21]3[C:25](=[CH:26][CH:27]=2)[C:24](=[O:28])[CH2:23][CH2:22]3)=[CH:11][CH:10]=1)[C:2]1[CH:7]=[CH:6][CH:5]=[CH:4][CH:3]=1, predict the reactants needed to synthesize it. The reactants are: [CH2:1]([O:8][C:9]1[CH:14]=[CH:13][C:12](B(O)O)=[CH:11][CH:10]=1)[C:2]1[CH:7]=[CH:6][CH:5]=[CH:4][CH:3]=1.Br[C:19]1[CH:20]=[C:21]2[C:25](=[CH:26][CH:27]=1)[C:24](=[O:28])[CH2:23][CH2:22]2.C1(P(C2CCCCC2)C2CCCCC2)CCCCC1.[F-].[K+]. (2) Given the product [C:8]([C:12]1[CH:13]=[CH:14][C:15]([CH:18]([O:7][CH2:6][CH:1]2[CH2:5][CH2:4][CH2:3][CH2:2]2)[C:20]2[N:21]=[C:22]([O:27][CH3:28])[C:23]([Cl:26])=[CH:24][CH:25]=2)=[CH:16][CH:17]=1)([CH3:11])([CH3:9])[CH3:10], predict the reactants needed to synthesize it. The reactants are: [CH:1]1([CH2:6][OH:7])[CH2:5][CH2:4][CH2:3][CH2:2]1.[C:8]([C:12]1[CH:17]=[CH:16][C:15]([CH:18]([C:20]2[CH:25]=[CH:24][C:23]([Cl:26])=[C:22]([O:27][CH3:28])[N:21]=2)O)=[CH:14][CH:13]=1)([CH3:11])([CH3:10])[CH3:9].O. (3) The reactants are: Cl[CH:2]([CH:18]1[CH2:23][CH2:22][CH2:21][CH2:20][CH2:19]1)[C:3]1[C:11]2[C:6](=[CH:7][CH:8]=[CH:9][CH:10]=2)[N:5]([CH:12]2[CH2:17][CH2:16][CH2:15][CH2:14][CH2:13]2)[N:4]=1.[NH2:24][C:25]1[CH:30]=[CH:29][C:28]([C:31]([N:33]([CH3:41])[CH2:34][CH2:35][C:36]([O:38]CC)=[O:37])=[O:32])=[CH:27][CH:26]=1. Given the product [CH:18]1([CH:2]([NH:24][C:25]2[CH:26]=[CH:27][C:28]([C:31]([N:33]([CH3:41])[CH2:34][CH2:35][C:36]([OH:38])=[O:37])=[O:32])=[CH:29][CH:30]=2)[C:3]2[C:11]3[C:6](=[CH:7][CH:8]=[CH:9][CH:10]=3)[N:5]([CH:12]3[CH2:17][CH2:16][CH2:15][CH2:14][CH2:13]3)[N:4]=2)[CH2:23][CH2:22][CH2:21][CH2:20][CH2:19]1, predict the reactants needed to synthesize it.